Dataset: Forward reaction prediction with 1.9M reactions from USPTO patents (1976-2016). Task: Predict the product of the given reaction. (1) Given the reactants C(=O)([O-])[O-].[K+].[K+].[NH2:7][C@H:8]1[CH2:12][CH2:11][C@@H:10]([C:13]([O:15][CH3:16])=[O:14])[CH2:9]1.[CH2:17](Br)[C:18]1[CH:23]=[CH:22][CH:21]=[CH:20][CH:19]=1, predict the reaction product. The product is: [CH2:17]([NH:7][C@H:8]1[CH2:12][CH2:11][C@@H:10]([C:13]([O:15][CH3:16])=[O:14])[CH2:9]1)[C:18]1[CH:23]=[CH:22][CH:21]=[CH:20][CH:19]=1. (2) Given the reactants [N:1]1[C:5]2[CH:6]=[CH:7][CH:8]=[CH:9][C:4]=2[NH:3][C:2]=1[C:10]([OH:12])=O.CN(C(ON1N=[N:28][C:23]2[CH:24]=[CH:25][CH:26]=[CH:27][C:22]1=2)=[N+](C)C)C.[B-](F)(F)(F)F.[CH:35]1[CH:36]=[CH:37]C2N(O)N=[N:41][C:39]=2[CH:40]=1.[CH3:45]CN(C(C)C)C(C)C.[OH2:54], predict the reaction product. The product is: [N:41]1[CH:37]=[CH:36][CH:35]=[C:40]([O:54][C:25]2[CH:24]=[C:23]([NH:28][C:10]([C:2]3[NH:1][C:5]4[CH:6]=[CH:7][CH:8]=[C:9]([CH3:45])[C:4]=4[N:3]=3)=[O:12])[CH:22]=[CH:27][CH:26]=2)[CH:39]=1. (3) Given the reactants [CH2:1]([O:8][C:9](=[O:31])[C:10](OC1C=CC=C(CCNCCCCCCC)C=1)([CH3:13])[CH2:11][CH3:12])[C:2]1[CH:7]=[CH:6][CH:5]=[CH:4][CH:3]=1.FC1C=C(F)C=CC=1N=C=O.C(N(CC)C(C)C)(C)C, predict the reaction product. The product is: [CH2:1]([O:8][C:9](=[O:31])[CH:10]([CH3:13])[CH2:11][CH3:12])[C:2]1[CH:7]=[CH:6][CH:5]=[CH:4][CH:3]=1. (4) Given the reactants [NH2:1][CH2:2][CH:3]([C@H:12]1[CH2:17][CH2:16][C@H:15]([CH2:18][C:19]([O:21][CH2:22][CH3:23])=[O:20])[CH2:14][CH2:13]1)[NH:4][C:5]([O:7][C:8]([CH3:11])([CH3:10])[CH3:9])=[O:6].[C:24]([O:28][C:29](O[C:29]([O:28][C:24]([CH3:27])([CH3:26])[CH3:25])=[O:30])=[O:30])([CH3:27])([CH3:26])[CH3:25], predict the reaction product. The product is: [CH3:9][C:8]([CH3:11])([O:7][C:5](=[O:6])[NH:4][CH:3]([C@H:12]1[CH2:17][CH2:16][C@H:15]([CH2:18][C:19]([O:21][CH2:22][CH3:23])=[O:20])[CH2:14][CH2:13]1)[CH2:2][NH:1][C:29](=[O:30])[O:28][C:24]([CH3:27])([CH3:26])[CH3:25])[CH3:10].